Dataset: NCI-60 drug combinations with 297,098 pairs across 59 cell lines. Task: Regression. Given two drug SMILES strings and cell line genomic features, predict the synergy score measuring deviation from expected non-interaction effect. Drug 1: C1=CN(C(=O)N=C1N)C2C(C(C(O2)CO)O)O.Cl. Drug 2: C1C(C(OC1N2C=NC3=C2NC=NCC3O)CO)O. Cell line: HT29. Synergy scores: CSS=44.5, Synergy_ZIP=-2.15, Synergy_Bliss=-3.80, Synergy_Loewe=-16.1, Synergy_HSA=-2.65.